This data is from Peptide-MHC class II binding affinity with 134,281 pairs from IEDB. The task is: Regression. Given a peptide amino acid sequence and an MHC pseudo amino acid sequence, predict their binding affinity value. This is MHC class II binding data. (1) The binding affinity (normalized) is 0.257. The peptide sequence is PQVKYAVFEAALTKA. The MHC is DRB1_1201 with pseudo-sequence DRB1_1201. (2) The peptide sequence is EFIPMKSSWGAIWRI. The MHC is HLA-DPA10201-DPB10501 with pseudo-sequence HLA-DPA10201-DPB10501. The binding affinity (normalized) is 0.227.